Dataset: Forward reaction prediction with 1.9M reactions from USPTO patents (1976-2016). Task: Predict the product of the given reaction. (1) Given the reactants C[O:2][C:3](=[O:28])[C@@H:4]1[CH2:8][CH:7]([O:9][C:10]2[C:19]3[C:14](=[CH:15][C:16]([Cl:20])=[CH:17][CH:18]=3)[N:13]=[CH:12][CH:11]=2)[CH2:6][N:5]1[C:21]([O:23][C:24]([CH3:27])([CH3:26])[CH3:25])=[O:22].[OH-].[Na+].Cl, predict the reaction product. The product is: [C:21]([N:5]1[CH2:6][CH:7]([O:9][C:10]2[C:19]3[C:14](=[CH:15][C:16]([Cl:20])=[CH:17][CH:18]=3)[N:13]=[CH:12][CH:11]=2)[CH2:8][C@H:4]1[C:3]([OH:28])=[O:2])([O:23][C:24]([CH3:27])([CH3:26])[CH3:25])=[O:22]. (2) Given the reactants Cl.[S-][C:3]#[N:4].[Na+].Cl.[NH2:7][CH:8]([CH3:17])[C:9]([C:11]1[CH:16]=[CH:15][CH:14]=[CH:13][CH:12]=1)=O.[CH2:18](O)C, predict the reaction product. The product is: [CH2:17]([C:8]1[NH:7][CH:3]=[N:4][C:9]=1[C:11]1[CH:16]=[CH:15][CH:14]=[CH:13][CH:12]=1)[CH3:18]. (3) Given the reactants [CH3:1][N:2]1[CH2:11][CH:10](C2C=CSC=2)[C:9]2[C:4](=CC(O)=CC=2)[CH2:3]1.[CH3:18][O:19][C:20]1[CH:29]=[C:28]2[C:23]([CH:24]([C:31]3[CH:35]=[CH:34][S:33][CH:32]=3)[CH2:25][N:26]([CH3:30])[CH2:27]2)=[CH:22][CH:21]=1.B(Br)(Br)Br.[C:40]([O-])(O)=O.[Na+], predict the reaction product. The product is: [CH3:30][N:26]1[CH2:25][CH:24]([C:31]2[CH:35]=[CH:34][S:33][CH:32]=2)[C:23]2[C:28](=[CH:29][C:20]([O:19][CH2:18][CH2:40][CH2:1][N:2]3[CH2:11][CH2:10][CH2:9][CH2:4][CH2:3]3)=[CH:21][CH:22]=2)[CH2:27]1. (4) The product is: [CH3:1][O:2][C:3]([C:5]1[C:6]([OH:24])=[C:7]2[C:12](=[C:13]([CH3:25])[N:14]=1)[N:11]([CH2:16][C:17]1[CH:22]=[CH:21][CH:20]=[CH:19][CH:18]=1)[C:10](=[O:23])[CH2:9][CH2:8]2)=[O:4]. Given the reactants [CH3:1][O:2][C:3]([C:5]1[C:6]([OH:24])=[C:7]2[C:12](=[C:13](Br)[N:14]=1)[N:11]([CH2:16][C:17]1[CH:22]=[CH:21][CH:20]=[CH:19][CH:18]=1)[C:10](=[O:23])[CH2:9][CH2:8]2)=[O:4].[CH3:25][Sn](C)(C)C.CCOC(C)=O.Cl, predict the reaction product.